This data is from Forward reaction prediction with 1.9M reactions from USPTO patents (1976-2016). The task is: Predict the product of the given reaction. (1) Given the reactants [CH2:1]([C:4]1([S:7]([N:10]2[C:14]3=[CH:15][C:16]4[S:20][N:19]=[N:18][C:17]=4[C:21]([F:22])=[C:13]3[N:12]([C:23]3[CH:28]=[CH:27][C:26]([Br:29])=[CH:25][C:24]=3[Cl:30])C2=O)(=[O:9])=[O:8])[CH2:6][CH2:5]1)[CH:2]=C.C[Si](C)(C)[O-:34].[K+].C1[CH2:42][O:41]CC1, predict the reaction product. The product is: [Br:29][C:26]1[CH:27]=[CH:28][C:23]([NH:12][C:13]2[C:14]([NH:10][S:7]([C:4]3([CH2:1][CH:2]([OH:34])[CH2:42][OH:41])[CH2:5][CH2:6]3)(=[O:8])=[O:9])=[CH:15][C:16]3[S:20][N:19]=[N:18][C:17]=3[C:21]=2[F:22])=[C:24]([Cl:30])[CH:25]=1. (2) Given the reactants [OH:1][C:2]1[C:3]([O:20][CH3:21])=[C:4]([C:10]2[CH:18]=[CH:17][CH:16]=[C:15]3[C:11]=2[CH2:12][CH2:13][C:14]3=[O:19])[CH:5]=[CH:6][C:7]=1[O:8][CH3:9].C(=O)([O-])[O-].[K+].[K+].Br[CH2:29][C:30]([CH3:34])([CH3:33])[CH2:31][OH:32], predict the reaction product. The product is: [OH:32][CH2:31][C:30]([CH3:34])([CH3:33])[CH2:29][O:1][C:2]1[C:3]([O:20][CH3:21])=[C:4]([C:10]2[CH:18]=[CH:17][CH:16]=[C:15]3[C:11]=2[CH2:12][CH2:13][C:14]3=[O:19])[CH:5]=[CH:6][C:7]=1[O:8][CH3:9]. (3) Given the reactants FC(F)(F)S(O[C:7]1[C:8]2[CH2:28][N:27]([C:29](=[O:31])[CH3:30])[CH2:26][CH2:25][C:9]=2[N:10]=[C:11]([NH:13][C:14]2[CH:19]=[CH:18][C:17]([C:20]3[O:24][CH:23]=[N:22][CH:21]=3)=[CH:16][CH:15]=2)[N:12]=1)(=O)=O.[O:34]1[CH2:38][CH2:37][CH2:36][C@H:35]1[CH2:39][NH2:40], predict the reaction product. The product is: [O:24]1[C:20]([C:17]2[CH:18]=[CH:19][C:14]([NH:13][C:11]3[N:12]=[C:7]([NH:40][CH2:39][C@@H:35]4[CH2:36][CH2:37][CH2:38][O:34]4)[C:8]4[CH2:28][N:27]([C:29](=[O:31])[CH3:30])[CH2:26][CH2:25][C:9]=4[N:10]=3)=[CH:15][CH:16]=2)=[CH:21][N:22]=[CH:23]1. (4) Given the reactants Br[C:2]1[N:7]=[C:6]([C:8]([OH:10])=[O:9])[CH:5]=[CH:4][CH:3]=1.C([O-])([O-])=O.[Na+].[Na+].[C:17]1(B(O)O)[CH:22]=[CH:21][CH:20]=[CH:19][CH:18]=1, predict the reaction product. The product is: [C:17]1([C:2]2[N:7]=[C:6]([C:8]([OH:10])=[O:9])[CH:5]=[CH:4][CH:3]=2)[CH:22]=[CH:21][CH:20]=[CH:19][CH:18]=1.